From a dataset of Full USPTO retrosynthesis dataset with 1.9M reactions from patents (1976-2016). Predict the reactants needed to synthesize the given product. (1) The reactants are: [OH:1][C:2]1[C:3](=[O:14])[C:4]2[C:9]([C:10](=[O:12])[CH:11]=1)=[CH:8][CH:7]=[C:6](Cl)[CH:5]=2.[CH:15](=O)[CH2:16][CH2:17][C:18]1[CH:23]=[CH:22][CH:21]=[CH:20][CH:19]=1. Given the product [CH2:17]([C:16]1[O:1][C:2]2[C:3](=[O:14])[C:4]3[C:9]([C:10](=[O:12])[C:11]=2[CH:15]=1)=[CH:8][CH:7]=[CH:6][CH:5]=3)[C:18]1[CH:23]=[CH:22][CH:21]=[CH:20][CH:19]=1.[OH:1][C:2]1[C:3](=[O:14])[C:4]2[C:9]([C:10](=[O:12])[C:11]=1[CH:15]=[CH:16][CH2:17][C:18]1[CH:23]=[CH:22][CH:21]=[CH:20][CH:19]=1)=[CH:8][CH:7]=[CH:6][CH:5]=2, predict the reactants needed to synthesize it. (2) The reactants are: F[C:2]1[CH:3]=[C:4]([C:28]2[CH:33]=[CH:32][C:31]([F:34])=[CH:30][CH:29]=2)[C:5]([C:8]([NH:10][C:11]2[CH:12]=[C:13]3[C:17](=[CH:18][CH:19]=2)[N:16]([CH2:20][O:21][CH2:22][CH2:23][Si:24]([CH3:27])([CH3:26])[CH3:25])[N:15]=[CH:14]3)=[O:9])=[N:6][CH:7]=1.[NH:35]1[CH2:40][CH2:39][O:38][CH2:37][CH2:36]1.C(=O)([O-])[O-].[K+].[K+]. Given the product [F:34][C:31]1[CH:32]=[CH:33][C:28]([C:4]2[C:5]([C:8]([NH:10][C:11]3[CH:12]=[C:13]4[C:17](=[CH:18][CH:19]=3)[N:16]([CH2:20][O:21][CH2:22][CH2:23][Si:24]([CH3:27])([CH3:26])[CH3:25])[N:15]=[CH:14]4)=[O:9])=[N:6][CH:7]=[C:2]([N:35]3[CH2:40][CH2:39][O:38][CH2:37][CH2:36]3)[CH:3]=2)=[CH:29][CH:30]=1, predict the reactants needed to synthesize it. (3) Given the product [CH2:23]([C:21]1[CH:22]=[CH:16][C:17]2[C:19](=[C:7]3[C:8](=[C:9]([NH2:10])[N:18]=2)[CH:11]=[CH:12][CH:13]=[CH:14]3)[CH:20]=1)[CH2:24][CH2:25][CH3:26], predict the reactants needed to synthesize it. The reactants are: O1CCCOB1[C:7]1[CH:14]=[CH:13][CH:12]=[CH:11][C:8]=1[C:9]#[N:10].Br[C:16]1[CH:22]=[C:21]([CH2:23][CH2:24][CH2:25][CH3:26])[CH:20]=[CH:19][C:17]=1[NH2:18].C(=O)([O-])[O-].[K+].[K+].C(O)C. (4) Given the product [CH3:33][N:31]([CH3:32])[CH2:30][CH2:29][N:26]1[CH2:25][CH2:24][CH:23]([CH2:22][C:19]2[N:18]=[C:17]([CH:16]=[CH:15][C:9]3[CH:8]=[C:7]([OH:6])[C:12]([OH:13])=[CH:11][CH:10]=3)[O:21][N:20]=2)[CH2:28][CH2:27]1, predict the reactants needed to synthesize it. The reactants are: B(Br)(Br)Br.C[O:6][C:7]1[CH:8]=[C:9]([CH:15]=[CH:16][C:17]2[O:21][N:20]=[C:19]([CH2:22][CH:23]3[CH2:28][CH2:27][N:26]([CH2:29][CH2:30][N:31]([CH3:33])[CH3:32])[CH2:25][CH2:24]3)[N:18]=2)[CH:10]=[CH:11][C:12]=1[O:13]C. (5) The reactants are: [H-].[Na+].[OH:3][C:4]1[CH:11]=[CH:10][C:7]([CH:8]=[O:9])=[CH:6][CH:5]=1.CC1C=CC(S(O[CH2:23][C:24]([F:27])([F:26])[F:25])(=O)=O)=CC=1.O. Given the product [F:25][C:24]([F:27])([F:26])[CH2:23][O:3][C:4]1[CH:11]=[CH:10][C:7]([CH:8]=[O:9])=[CH:6][CH:5]=1, predict the reactants needed to synthesize it. (6) Given the product [CH:20]1[CH:21]=[C:22]2[C:23]([C:2]3[C:3]([NH:16][C:17]2=[CH:18][CH:19]=1)=[CH:4][C:5]1[C:14]([C:13]2[C:8]([NH:7][C:6]=1[CH:1]=3)=[CH:9][CH:10]=[CH:11][CH:12]=2)=[O:15])=[O:24], predict the reactants needed to synthesize it. The reactants are: [CH2:1]1[C:6]2[NH:7][C:8]3[C:13]([C:14](=[O:15])[C:5]=2[CH2:4][C:3]2[NH:16][C:17]4[C:22]([C:23](=[O:24])[C:2]1=2)=[CH:21][CH:20]=[CH:19][CH:18]=4)=[CH:12][CH:11]=[CH:10][CH:9]=3.CO.[OH-].[Na+].OO.